From a dataset of Forward reaction prediction with 1.9M reactions from USPTO patents (1976-2016). Predict the product of the given reaction. (1) Given the reactants Br[C:2]1[CH:11]=[CH:10][CH:9]=[CH:8][C:3]=1[C:4]([O:6][CH3:7])=[O:5].C1(P(C2C=CC=CC=2)C2C=CC=CC=2)C=CC=CC=1.[CH2:31]([OH:35])[CH2:32][C:33]#[CH:34], predict the reaction product. The product is: [OH:35][CH2:31][CH2:32][C:33]#[C:34][C:2]1[CH:11]=[CH:10][CH:9]=[CH:8][C:3]=1[C:4]([O:6][CH3:7])=[O:5]. (2) Given the reactants [C:1]([CH:4]([CH2:9][CH2:10][CH2:11][C:12]1[CH:17]=[CH:16][CH:15]=[CH:14][CH:13]=1)[C:5]([O:7]C)=[O:6])(=[O:3])[CH3:2].[OH-].[Na+], predict the reaction product. The product is: [C:1]([CH:4]([CH2:9][CH2:10][CH2:11][C:12]1[CH:13]=[CH:14][CH:15]=[CH:16][CH:17]=1)[C:5]([OH:7])=[O:6])(=[O:3])[CH3:2].